Dataset: Forward reaction prediction with 1.9M reactions from USPTO patents (1976-2016). Task: Predict the product of the given reaction. Given the reactants [NH2:1][C@H:2]([C:7]([OH:9])=[O:8])[C:3]([CH3:6])([CH3:5])[CH3:4].[C:10](Cl)(=[O:17])[C:11]1[CH:16]=[CH:15][CH:14]=[CH:13][CH:12]=1, predict the reaction product. The product is: [C:10]([NH:1][CH:2]([C:3]([CH3:6])([CH3:5])[CH3:4])[C:7]([OH:9])=[O:8])(=[O:17])[C:11]1[CH:16]=[CH:15][CH:14]=[CH:13][CH:12]=1.